This data is from Reaction yield outcomes from USPTO patents with 853,638 reactions. The task is: Predict the reaction yield, written as a fraction of the theoretical maximum amount of product (1.0 means a 100% yield; for example, 0.34 means a 34% yield). (1) The product is [N:11]1([C:14]([C:15]2[CH:20]=[CH:19][CH:18]=[CH:17][C:16]=2[C:21]([F:23])([F:22])[F:24])=[O:25])[CH2:12][CH2:13][NH:8][CH2:9][CH2:10]1. The catalyst is ClCCl. The reactants are C(OC([N:8]1[CH2:13][CH2:12][N:11]([C:14](=[O:25])[C:15]2[CH:20]=[CH:19][CH:18]=[CH:17][C:16]=2[C:21]([F:24])([F:23])[F:22])[CH2:10][CH2:9]1)=O)(C)(C)C.FC(F)(F)C(O)=O. The yield is 0.910. (2) The reactants are [Cl:1][C:2]1[CH:7]=[CH:6][CH:5]=[CH:4][C:3]=1[C:8]1[C:9]([O:36][CH3:37])=[N:10][C:11]2[N:12]([N:21]=[C:22](S(C)(=O)=O)[C:23]=2[C:24](=[O:31])[NH:25][CH:26]2[CH2:30][CH2:29][CH2:28][CH2:27]2)[C:13]=1[C:14]1[CH:19]=[CH:18][C:17]([Cl:20])=[CH:16][CH:15]=1.[CH3:38][O-:39].[Na+].C(Cl)(Cl)Cl.O. The catalyst is CO.O1CCCC1. The product is [Cl:1][C:2]1[CH:7]=[CH:6][CH:5]=[CH:4][C:3]=1[C:8]1[C:9]([O:36][CH3:37])=[N:10][C:11]2[N:12]([N:21]=[C:22]([O:39][CH3:38])[C:23]=2[C:24](=[O:31])[NH:25][CH:26]2[CH2:30][CH2:29][CH2:28][CH2:27]2)[C:13]=1[C:14]1[CH:19]=[CH:18][C:17]([Cl:20])=[CH:16][CH:15]=1. The yield is 0.810. (3) The reactants are [Br:1][C:2]1[C:10]([F:11])=[CH:9][C:5]([C:6]([OH:8])=[O:7])=[C:4]([F:12])[CH:3]=1.[CH3:13]COCC.[N+](=C)=[N-]. The catalyst is C(OCC)(=O)C. The product is [Br:1][C:2]1[C:10]([F:11])=[CH:9][C:5]([C:6]([O:8][CH3:13])=[O:7])=[C:4]([F:12])[CH:3]=1. The yield is 0.780. (4) The reactants are Br[C:2]1[N:7]=[CH:6][C:5]2[N:8]([CH3:24])[C:9]([C:11]3[CH:12]=[N:13][N:14]([CH2:16][O:17][CH2:18][CH2:19][Si:20]([CH3:23])([CH3:22])[CH3:21])[CH:15]=3)=[N:10][C:4]=2[CH:3]=1.[CH3:25][O:26][CH:27]1[CH2:32][CH2:31][N:30]([C:33]2[N:38]=[C:37]([NH2:39])[CH:36]=[CH:35][N:34]=2)[CH2:29][CH2:28]1.CC(C1C=C(C(C)C)C(C2C=CC=CC=2P(C2CCCCC2)C2CCCCC2)=C(C(C)C)C=1)C.C([O-])([O-])=O.[Cs+].[Cs+]. The catalyst is O1CCOCC1.C(Cl)Cl.C1C=CC(/C=C/C(/C=C/C2C=CC=CC=2)=O)=CC=1.C1C=CC(/C=C/C(/C=C/C2C=CC=CC=2)=O)=CC=1.C1C=CC(/C=C/C(/C=C/C2C=CC=CC=2)=O)=CC=1.[Pd].[Pd]. The product is [CH3:25][O:26][CH:27]1[CH2:28][CH2:29][N:30]([C:33]2[N:38]=[C:37]([NH:39][C:2]3[N:7]=[CH:6][C:5]4[N:8]([CH3:24])[C:9]([C:11]5[CH:12]=[N:13][N:14]([CH2:16][O:17][CH2:18][CH2:19][Si:20]([CH3:23])([CH3:22])[CH3:21])[CH:15]=5)=[N:10][C:4]=4[CH:3]=3)[CH:36]=[CH:35][N:34]=2)[CH2:31][CH2:32]1. The yield is 0.530. (5) The reactants are [N:1]([CH2:4][CH2:5][N:6]1[C:14](=[O:15])[C:13]2[C:8](=[CH:9][CH:10]=[CH:11][CH:12]=2)[C:7]1=[O:16])=[N+:2]=[N-:3].[CH2:17]([OH:20])[C:18]#[CH:19]. The catalyst is C1(C)C=CC=CC=1. The product is [OH:20][CH2:17][C:18]1[N:1]([CH2:4][CH2:5][N:6]2[C:7](=[O:16])[C:8]3[C:13](=[CH:12][CH:11]=[CH:10][CH:9]=3)[C:14]2=[O:15])[N:2]=[N:3][CH:19]=1. The yield is 0.310. (6) The catalyst is C1COCC1.CN(C1C=CN=CC=1)C.C(OCC)(=O)C. The reactants are [F:1][C:2]1[CH:10]=[C:9]([F:11])[C:8]([I:12])=[CH:7][C:3]=1[C:4]([OH:6])=[O:5].C(OC(O[C:16]([CH3:19])([CH3:18])[CH3:17])=O)(O[C:16]([CH3:19])([CH3:18])[CH3:17])=O. The product is [F:1][C:2]1[CH:10]=[C:9]([F:11])[C:8]([I:12])=[CH:7][C:3]=1[C:4]([O:6][C:16]([CH3:19])([CH3:18])[CH3:17])=[O:5]. The yield is 0.840.